This data is from Full USPTO retrosynthesis dataset with 1.9M reactions from patents (1976-2016). The task is: Predict the reactants needed to synthesize the given product. (1) Given the product [CH2:1]([S:3][C:4]1[C:5]([C:10]2[N:14]([CH3:15])[C:13]3[CH:16]=[CH:17][C:18]([C:23]([F:28])([F:27])[C:22]([F:30])([F:29])[F:21])=[CH:19][C:12]=3[N:11]=2)=[N:6][CH:7]=[CH:8][CH:9]=1)[CH3:2], predict the reactants needed to synthesize it. The reactants are: [CH2:1]([S:3][C:4]1[C:5]([C:10]2[N:14]([CH3:15])[C:13]3[CH:16]=[CH:17][C:18](I)=[CH:19][C:12]=3[N:11]=2)=[N:6][CH:7]=[CH:8][CH:9]=1)[CH3:2].[F:21][C:22]([F:30])([F:29])[C:23]([F:28])([F:27])C([O-])=O.[Na+].C(=O)(O)[O-].[Na+].N. (2) Given the product [O:21]1[CH2:22][CH2:23][N:24]([C:27]2[CH:28]=[CH:29][C:30]([NH:31][C:2]3[N:7]=[C:6]([C:8]4[CH:17]=[CH:16][C:11]([C:12]([O:14][CH3:15])=[O:13])=[C:10]([O:18][CH3:19])[CH:9]=4)[C:5]([CH3:20])=[CH:4][N:3]=3)=[CH:32][CH:33]=2)[CH2:25][CH2:26]1, predict the reactants needed to synthesize it. The reactants are: Cl[C:2]1[N:7]=[C:6]([C:8]2[CH:17]=[CH:16][C:11]([C:12]([O:14][CH3:15])=[O:13])=[C:10]([O:18][CH3:19])[CH:9]=2)[C:5]([CH3:20])=[CH:4][N:3]=1.[O:21]1[CH2:26][CH2:25][N:24]([C:27]2[CH:33]=[CH:32][C:30]([NH2:31])=[CH:29][CH:28]=2)[CH2:23][CH2:22]1.O.C1(C)C=CC(S(O)(=O)=O)=CC=1.CO.